This data is from Forward reaction prediction with 1.9M reactions from USPTO patents (1976-2016). The task is: Predict the product of the given reaction. (1) Given the reactants C[O:2][C:3](=[O:26])[CH2:4][C@H:5]1[C:9]2[CH:10]=[CH:11][C:12]([O:14][C@H:15]3[C:23]4[C:18](=[C:19]([OH:25])[CH:20]=[CH:21][C:22]=4[F:24])[CH2:17][CH2:16]3)=[CH:13][C:8]=2[O:7][CH2:6]1.F[C:28]1[CH:35]=[CH:34][C:33]([O:36][C:37]([F:40])([F:39])[F:38])=[CH:32][C:29]=1[C:30]#[N:31], predict the reaction product. The product is: [C:30]([C:29]1[CH:32]=[C:33]([O:36][C:37]([F:40])([F:39])[F:38])[CH:34]=[CH:35][C:28]=1[O:25][C:19]1[CH:20]=[CH:21][C:22]([F:24])=[C:23]2[C:18]=1[CH2:17][CH2:16][C@H:15]2[O:14][C:12]1[CH:11]=[CH:10][C:9]2[C@H:5]([CH2:4][C:3]([OH:26])=[O:2])[CH2:6][O:7][C:8]=2[CH:13]=1)#[N:31]. (2) Given the reactants C([O:3][C:4]([C:6]1[N:14]([C:15]2[CH:20]=[CH:19][C:18]([O:21][CH:22]([CH3:24])[CH3:23])=[CH:17][CH:16]=2)[C:13]2[CH:12]=[C:11]([C:25]3[CH:30]=[CH:29][C:28]([C:31]([F:34])([F:33])[F:32])=[CH:27][CH:26]=3)[N:10]=[C:9]([C:35]3[CH:40]=[CH:39][C:38]([C:41]([F:44])([F:43])[F:42])=[CH:37][CH:36]=3)[C:8]=2[CH:7]=1)=[O:5])C.[OH-].[Na+].O, predict the reaction product. The product is: [CH:22]([O:21][C:18]1[CH:19]=[CH:20][C:15]([N:14]2[C:13]3[CH:12]=[C:11]([C:25]4[CH:26]=[CH:27][C:28]([C:31]([F:32])([F:33])[F:34])=[CH:29][CH:30]=4)[N:10]=[C:9]([C:35]4[CH:40]=[CH:39][C:38]([C:41]([F:43])([F:42])[F:44])=[CH:37][CH:36]=4)[C:8]=3[CH:7]=[C:6]2[C:4]([OH:5])=[O:3])=[CH:16][CH:17]=1)([CH3:24])[CH3:23]. (3) The product is: [CH3:1][O:2][C:3](=[O:19])[CH2:4][CH2:5][CH2:6][CH2:7][C:8]1[CH:13]=[C:12]([F:14])[CH:11]=[C:10]([NH2:15])[C:9]=1[F:18]. Given the reactants [CH3:1][O:2][C:3](=[O:19])[CH2:4][CH2:5][C:6]#[C:7][C:8]1[CH:13]=[C:12]([F:14])[CH:11]=[C:10]([N+:15]([O-])=O)[C:9]=1[F:18].[H][H], predict the reaction product.